From a dataset of Reaction yield outcomes from USPTO patents with 853,638 reactions. Predict the reaction yield, written as a fraction of the theoretical maximum amount of product (1.0 means a 100% yield; for example, 0.34 means a 34% yield). (1) The reactants are [CH2:1]([O:3][C:4]([C:6]1[N:10]([CH3:11])[N:9]=[C:8]([CH:12]2[CH2:14][CH2:13]2)[CH:7]=1)=[O:5])[CH3:2].[N+]([O-])([O-])=O.[Ce+4].[NH4+].[N+]([O-])([O-])=O.[N+]([O-])([O-])=O.[N+]([O-])([O-])=O.[N+]([O-])([O-])=O.[I:37]I. The catalyst is C(#N)C.O.C(OCC)(=O)C. The product is [CH2:1]([O:3][C:4]([C:6]1[N:10]([CH3:11])[N:9]=[C:8]([CH:12]2[CH2:13][CH2:14]2)[C:7]=1[I:37])=[O:5])[CH3:2]. The yield is 0.660. (2) The reactants are [N+:1]([C:4]1[CH:12]=[C:11]2[C:7]([CH:8]=[CH:9][NH:10]2)=[CH:6][CH:5]=1)([O-:3])=[O:2].C([O-])(O)=O.[Na+].[CH3:18][N:19](C=O)C. The catalyst is CC#N. The product is [N+:1]([C:4]1[CH:12]=[C:11]2[C:7]([C:8]([C:18]#[N:19])=[CH:9][NH:10]2)=[CH:6][CH:5]=1)([O-:3])=[O:2]. The yield is 0.820. (3) The reactants are [CH3:1][N:2]([CH3:23])[CH:3]1[CH2:8][CH2:7][CH:6]([N:9]([CH2:20][CH2:21][OH:22])C(=O)OCC2C=CC=CC=2)[CH2:5][CH2:4]1.[C:32](O[C:32]([O:34][C:35]([CH3:38])([CH3:37])[CH3:36])=[O:33])([O:34][C:35]([CH3:38])([CH3:37])[CH3:36])=[O:33]. The catalyst is [Pd].CO. The product is [CH3:1][N:2]([CH3:23])[CH:3]1[CH2:4][CH2:5][CH:6]([N:9]([CH2:20][CH2:21][OH:22])[C:32](=[O:33])[O:34][C:35]([CH3:36])([CH3:37])[CH3:38])[CH2:7][CH2:8]1. The yield is 0.960. (4) The reactants are C[O:2][C:3]1[CH:8]=[CH:7][CH:6]=[CH:5][C:4]=1[CH2:9][C:10]([C:12]1[C:20]2[C:15](=[CH:16][CH:17]=[CH:18][CH:19]=2)[N:14]([CH2:21][CH2:22][CH2:23][CH2:24][CH3:25])[CH:13]=1)=[O:11]. The catalyst is ClCCl. The product is [OH:2][C:3]1[CH:8]=[CH:7][CH:6]=[CH:5][C:4]=1[CH2:9][C:10]([C:12]1[C:20]2[C:15](=[CH:16][CH:17]=[CH:18][CH:19]=2)[N:14]([CH2:21][CH2:22][CH2:23][CH2:24][CH3:25])[CH:13]=1)=[O:11]. The yield is 0.290. (5) The reactants are Br[C:2]1[CH:3]=[C:4]2[C:8](=[CH:9][C:10]=1[Cl:11])[NH:7][N:6]=[C:5]2[C:12]([OH:14])=[O:13].[CH3:15][N:16]1[CH2:21][CH2:20][N:19]([C:22]2[CH:27]=[CH:26][C:25](B3OC(C)(C)C(C)(C)O3)=[CH:24][CH:23]=2)[CH2:18][CH2:17]1.C(=O)([O-])[O-].[K+].[K+].Cl. The catalyst is CCOC(C)=O.C1C=CC(P(C2C=CC=CC=2)[C-]2C=CC=C2)=CC=1.C1C=CC(P(C2C=CC=CC=2)[C-]2C=CC=C2)=CC=1.Cl[Pd]Cl.[Fe+2].O1CCOCC1. The product is [Cl:11][C:10]1[CH:9]=[C:8]2[C:4]([C:5]([C:12]([OH:14])=[O:13])=[N:6][NH:7]2)=[CH:3][C:2]=1[C:25]1[CH:24]=[CH:23][C:22]([N:19]2[CH2:20][CH2:21][N:16]([CH3:15])[CH2:17][CH2:18]2)=[CH:27][CH:26]=1. The yield is 0.0400.